This data is from Full USPTO retrosynthesis dataset with 1.9M reactions from patents (1976-2016). The task is: Predict the reactants needed to synthesize the given product. Given the product [NH:14]1[C:15]2[CH:20]=[CH:19][C:18](/[CH:21]=[C:4]3/[C:3](=[O:11])[N:2]([CH3:1])[C:10]4[C:5]/3=[CH:6][CH:7]=[CH:8][CH:9]=4)=[CH:17][C:16]=2[N:12]=[N:13]1, predict the reactants needed to synthesize it. The reactants are: [CH3:1][N:2]1[C:10]2[C:5](=[CH:6][CH:7]=[CH:8][CH:9]=2)[CH2:4][C:3]1=[O:11].[NH:12]1[C:16]2[CH:17]=[C:18]([CH:21]=O)[CH:19]=[CH:20][C:15]=2[N:14]=[N:13]1.